This data is from Catalyst prediction with 721,799 reactions and 888 catalyst types from USPTO. The task is: Predict which catalyst facilitates the given reaction. (1) Reactant: [CH2:1]([N:8]1[CH2:13][CH2:12][N:11](C(OC(C)(C)C)=O)[C@H:10]([CH:21]([C:23]2[CH:28]=[CH:27][C:26]([F:29])=[CH:25][CH:24]=2)[OH:22])[CH2:9]1)[C:2]1[CH:7]=[CH:6][CH:5]=[CH:4][CH:3]=1.C(O)(C(F)(F)F)=O. Product: [CH2:1]([N:8]1[CH2:13][CH2:12][NH:11][C@H:10]([CH:21]([C:23]2[CH:24]=[CH:25][C:26]([F:29])=[CH:27][CH:28]=2)[OH:22])[CH2:9]1)[C:2]1[CH:3]=[CH:4][CH:5]=[CH:6][CH:7]=1. The catalyst class is: 22. (2) Reactant: [CH2:1]([C:3]([NH:8][C:9]([NH:11]C(=O)C1C=CC=CC=1)=[S:10])([CH2:6][OH:7])[CH2:4][CH3:5])[CH3:2].[Li+].[OH-]. Product: [CH2:1]([C:3]([NH:8][C:9]([NH2:11])=[S:10])([CH2:6][OH:7])[CH2:4][CH3:5])[CH3:2]. The catalyst class is: 193. (3) Reactant: [N:1]1[CH:6]=[CH:5][C:4]([C:7]2[N:20]=[C:19](OS(C3C=CC=CC=3)(=O)=O)[C:10]3[C:11]4[CH2:12][CH2:13][CH2:14][CH2:15][CH2:16][C:17]=4[S:18][C:9]=3[N:8]=2)=[CH:3][CH:2]=1.C([NH:38][CH2:39][CH2:40][NH2:41])(OC(C)(C)C)=O.CCN(CC)CC. Product: [N:1]1[CH:6]=[CH:5][C:4]([C:7]2[N:20]=[C:19]([NH:38][CH2:39][CH2:40][NH2:41])[C:10]3[C:11]4[CH2:12][CH2:13][CH2:14][CH2:15][CH2:16][C:17]=4[S:18][C:9]=3[N:8]=2)=[CH:3][CH:2]=1. The catalyst class is: 44. (4) Product: [CH:50]1([S:53]([NH:56][C:37](=[O:38])[C:36]2[CH:35]=[CH:34][C:33]([C:20]3[C:21]([CH3:32])([CH3:31])[C@H:22]4[C@:17]([CH3:42])([CH2:18][CH:19]=3)[C@@H:16]3[C@:25]([CH3:30])([C@@:26]5([CH3:29])[C@H:13]([CH2:14][CH2:15]3)[C@H:12]3[C@H:43]([C:46]([CH3:48])=[CH2:47])[CH2:44][CH2:45][C@:11]3([NH:10][CH2:9][CH2:8][N:5]3[CH2:6][CH2:7][S:2](=[O:1])(=[O:49])[CH2:3][CH2:4]3)[CH2:28][CH2:27]5)[CH2:24][CH2:23]4)=[CH:41][CH:40]=2)(=[O:55])=[O:54])[CH2:52][CH2:51]1. The catalyst class is: 166. Reactant: [O:1]=[S:2]1(=[O:49])[CH2:7][CH2:6][N:5]([CH2:8][CH2:9][NH:10][C@:11]23[CH2:45][CH2:44][C@@H:43]([C:46]([CH3:48])=[CH2:47])[C@@H:12]2[C@@H:13]2[C@@:26]([CH3:29])([CH2:27][CH2:28]3)[C@@:25]3([CH3:30])[C@@H:16]([C@:17]4([CH3:42])[C@@H:22]([CH2:23][CH2:24]3)[C:21]([CH3:32])([CH3:31])[C:20]([C:33]3[CH:41]=[CH:40][C:36]([C:37](Cl)=[O:38])=[CH:35][CH:34]=3)=[CH:19][CH2:18]4)[CH2:15][CH2:14]2)[CH2:4][CH2:3]1.[CH:50]1([S:53]([NH2:56])(=[O:55])=[O:54])[CH2:52][CH2:51]1.CCN(C(C)C)C(C)C. (5) Reactant: C1(S([N:10]2[C:14]3=[N:15][CH:16]=[CH:17][CH:18]=[C:13]3[CH:12]=[C:11]2[C:19]([C:26]2[CH:31]=[CH:30][C:29]([S:32]([CH2:35][CH2:36][O:37][CH3:38])(=[O:34])=[O:33])=[CH:28][CH:27]=2)=[CH:20][CH:21]2[CH2:25][CH2:24][CH2:23][CH2:22]2)(=O)=O)C=CC=CC=1.[OH-].[Na+].[CH2:41](O)C. Product: [CH:21]1([CH:20]=[C:19]([C:11]2[NH:10][C:14]3=[N:15][CH:16]=[CH:17][CH:18]=[C:13]3[CH:12]=2)[C:26]2[CH:31]=[CH:30][C:29]([S:32]([CH2:35][CH2:36][O:37][CH2:38][CH3:41])(=[O:33])=[O:34])=[CH:28][CH:27]=2)[CH2:25][CH2:24][CH2:23][CH2:22]1. The catalyst class is: 217. (6) Reactant: CN(C)C(N(C)C)=N.[CH3:9][O:10][C:11](=[O:40])[CH:12](P(OC)(OC)=O)[NH:13][C:14](=[O:33])[C:15]1[CH:20]=[CH:19][C:18]([C:21](=[O:31])[CH2:22][CH2:23][C:24]2[CH:29]=[CH:28][CH:27]=[C:26]([OH:30])[CH:25]=2)=[CH:17][C:16]=1[Cl:32].[N:41]1[C:50]2[C:45](=[CH:46][CH:47]=[CH:48][CH:49]=2)[CH:44]=[C:43]([CH:51]=O)[CH:42]=1. Product: [CH3:9][O:10][C:11](=[O:40])/[C:12](/[NH:13][C:14](=[O:33])[C:15]1[CH:20]=[CH:19][C:18]([C:21](=[O:31])[CH2:22][CH2:23][C:24]2[CH:29]=[CH:28][CH:27]=[C:26]([OH:30])[CH:25]=2)=[CH:17][C:16]=1[Cl:32])=[CH:51]/[C:43]1[CH:42]=[N:41][C:50]2[C:45]([CH:44]=1)=[CH:46][CH:47]=[CH:48][CH:49]=2. The catalyst class is: 7. (7) Reactant: [C:1](Cl)(=[O:3])[CH3:2].[NH2:5][C:6]1[S:7][C:8]([S:11][CH2:12][C:13]([CH3:18])([CH3:17])[C:14](O)=[O:15])=[CH:9][N:10]=1. Product: [CH2:1]([O:3][C:14](=[O:15])[C:13]([CH3:17])([CH3:18])[CH2:12][S:11][C:8]1[S:7][C:6]([NH2:5])=[N:10][CH:9]=1)[CH3:2]. The catalyst class is: 8. (8) Reactant: [CH3:1][O:2][C:3]1[C:4]([O:23][CH3:24])=[CH:5][C:6]2[CH2:7][CH:8]3[CH2:22][NH:21][CH2:20][CH2:19][N:9]3[CH:10]([C:13]3[CH:18]=[CH:17][CH:16]=[CH:15][CH:14]=3)[C:11]=2[CH:12]=1.C(N(CC)CC)C.[C:32]([Cl:40])(=[O:39])[C:33]1[CH:38]=[CH:37][CH:36]=[CH:35][CH:34]=1. Product: [ClH:40].[CH3:1][O:2][C:3]1[C:4]([O:23][CH3:24])=[CH:5][C:6]2[CH2:7][CH:8]3[CH2:22][N:21]([C:32](=[O:39])[C:33]4[CH:38]=[CH:37][CH:36]=[CH:35][CH:34]=4)[CH2:20][CH2:19][N:9]3[CH:10]([C:13]3[CH:18]=[CH:17][CH:16]=[CH:15][CH:14]=3)[C:11]=2[CH:12]=1. The catalyst class is: 2. (9) Reactant: [H-].[Na+].[F:3][CH:4]([F:17])[C:5]1[N:10]=[CH:9][N:8]=[C:7]([C:11]2[NH:12][O:13][C:14](=[O:16])[N:15]=2)[CH:6]=1.[C:18]([O:24][CH2:25]Cl)(=[O:23])[C:19]([CH3:22])([CH3:21])[CH3:20].[Cl-].[NH4+]. Product: [CH3:20][C:19]([CH3:22])([CH3:21])[C:18](=[O:23])[O:24][CH2:25][N:15]1[C:14](=[O:16])[O:13][N:12]=[C:11]1[C:7]1[CH:6]=[C:5]([CH:4]([F:3])[F:17])[N:10]=[CH:9][N:8]=1. The catalyst class is: 9. (10) Reactant: [CH:1]1([C:4]2[C:5]([O:18][CH2:19][C:20]3([CH3:30])[CH2:29][CH2:28][C:23]4(OCC[O:24]4)[CH2:22][CH2:21]3)=[CH:6][C:7]([F:17])=[C:8]([CH:16]=2)[C:9]([O:11][C:12]([CH3:15])([CH3:14])[CH3:13])=[O:10])[CH2:3][CH2:2]1.FC(F)(F)C(O)=O. Product: [CH:1]1([C:4]2[C:5]([O:18][CH2:19][C:20]3([CH3:30])[CH2:29][CH2:28][C:23](=[O:24])[CH2:22][CH2:21]3)=[CH:6][C:7]([F:17])=[C:8]([CH:16]=2)[C:9]([O:11][C:12]([CH3:13])([CH3:14])[CH3:15])=[O:10])[CH2:2][CH2:3]1. The catalyst class is: 30.